From a dataset of NCI-60 drug combinations with 297,098 pairs across 59 cell lines. Regression. Given two drug SMILES strings and cell line genomic features, predict the synergy score measuring deviation from expected non-interaction effect. (1) Drug 1: CC(C1=C(C=CC(=C1Cl)F)Cl)OC2=C(N=CC(=C2)C3=CN(N=C3)C4CCNCC4)N. Drug 2: CNC(=O)C1=NC=CC(=C1)OC2=CC=C(C=C2)NC(=O)NC3=CC(=C(C=C3)Cl)C(F)(F)F. Cell line: HCT116. Synergy scores: CSS=36.9, Synergy_ZIP=-2.03, Synergy_Bliss=-1.91, Synergy_Loewe=-5.64, Synergy_HSA=-1.33. (2) Drug 1: COC1=NC(=NC2=C1N=CN2C3C(C(C(O3)CO)O)O)N. Drug 2: N.N.Cl[Pt+2]Cl. Cell line: HOP-92. Synergy scores: CSS=55.5, Synergy_ZIP=-2.47, Synergy_Bliss=-2.45, Synergy_Loewe=-19.3, Synergy_HSA=0.254. (3) Drug 1: CC1=C2C(C(=O)C3(C(CC4C(C3C(C(C2(C)C)(CC1OC(=O)C(C(C5=CC=CC=C5)NC(=O)C6=CC=CC=C6)O)O)OC(=O)C7=CC=CC=C7)(CO4)OC(=O)C)O)C)OC(=O)C. Drug 2: CC1=C(N=C(N=C1N)C(CC(=O)N)NCC(C(=O)N)N)C(=O)NC(C(C2=CN=CN2)OC3C(C(C(C(O3)CO)O)O)OC4C(C(C(C(O4)CO)O)OC(=O)N)O)C(=O)NC(C)C(C(C)C(=O)NC(C(C)O)C(=O)NCCC5=NC(=CS5)C6=NC(=CS6)C(=O)NCCC[S+](C)C)O. Cell line: OVCAR-4. Synergy scores: CSS=20.2, Synergy_ZIP=-10.8, Synergy_Bliss=-8.22, Synergy_Loewe=-4.89, Synergy_HSA=-5.07. (4) Drug 2: CC1C(C(CC(O1)OC2CC(OC(C2O)C)OC3=CC4=CC5=C(C(=O)C(C(C5)C(C(=O)C(C(C)O)O)OC)OC6CC(C(C(O6)C)O)OC7CC(C(C(O7)C)O)OC8CC(C(C(O8)C)O)(C)O)C(=C4C(=C3C)O)O)O)O. Drug 1: C1=CN(C=N1)CC(O)(P(=O)(O)O)P(=O)(O)O. Cell line: EKVX. Synergy scores: CSS=9.93, Synergy_ZIP=-1.08, Synergy_Bliss=0.442, Synergy_Loewe=-16.7, Synergy_HSA=-1.36. (5) Drug 1: CC(C1=C(C=CC(=C1Cl)F)Cl)OC2=C(N=CC(=C2)C3=CN(N=C3)C4CCNCC4)N. Drug 2: CN(C)C1=NC(=NC(=N1)N(C)C)N(C)C. Cell line: HCC-2998. Synergy scores: CSS=6.03, Synergy_ZIP=5.03, Synergy_Bliss=3.12, Synergy_Loewe=-14.4, Synergy_HSA=-1.68.